From a dataset of Reaction yield outcomes from USPTO patents with 853,638 reactions. Predict the reaction yield, written as a fraction of the theoretical maximum amount of product (1.0 means a 100% yield; for example, 0.34 means a 34% yield). The reactants are [O:1]([CH2:8][CH2:9][S:10][CH2:11][C:12]([OH:14])=O)[C:2]1[CH:7]=[CH:6][CH:5]=[CH:4][CH:3]=1.CCOC1N(C(OCC)=O)C2C(=CC=CC=2)C=C1.[CH3:33][N:34]1[C:42]2[C:37](=[CH:38][C:39]([C:43]([NH:45][NH2:46])=[O:44])=[CH:40][CH:41]=2)[CH:36]=[CH:35]1.O(CCSCC(NNC(C1C=CC2C=C(CN(C)C)OC=2C=1)=O)=O)C1C=CC=CC=1. No catalyst specified. The product is [O:1]([CH2:8][CH2:9][S:10][CH2:11][C:12]([NH:46][NH:45][C:43]([C:39]1[CH:38]=[C:37]2[C:42](=[CH:41][CH:40]=1)[N:34]([CH3:33])[CH:35]=[CH:36]2)=[O:44])=[O:14])[C:2]1[CH:3]=[CH:4][CH:5]=[CH:6][CH:7]=1. The yield is 0.580.